From a dataset of NCI-60 drug combinations with 297,098 pairs across 59 cell lines. Regression. Given two drug SMILES strings and cell line genomic features, predict the synergy score measuring deviation from expected non-interaction effect. (1) Synergy scores: CSS=14.1, Synergy_ZIP=-2.18, Synergy_Bliss=5.06, Synergy_Loewe=-15.7, Synergy_HSA=3.18. Drug 1: C1C(C(OC1N2C=C(C(=O)NC2=O)F)CO)O. Drug 2: CCCCCOC(=O)NC1=NC(=O)N(C=C1F)C2C(C(C(O2)C)O)O. Cell line: MCF7. (2) Drug 1: C1C(C(OC1N2C=NC3=C(N=C(N=C32)Cl)N)CO)O. Drug 2: CC1C(C(CC(O1)OC2CC(CC3=C2C(=C4C(=C3O)C(=O)C5=CC=CC=C5C4=O)O)(C(=O)C)O)N)O. Cell line: UO-31. Synergy scores: CSS=51.8, Synergy_ZIP=-6.17, Synergy_Bliss=-1.79, Synergy_Loewe=-4.91, Synergy_HSA=-0.522.